From a dataset of CYP3A4 substrate classification data from Carbon-Mangels et al.. Regression/Classification. Given a drug SMILES string, predict its absorption, distribution, metabolism, or excretion properties. Task type varies by dataset: regression for continuous measurements (e.g., permeability, clearance, half-life) or binary classification for categorical outcomes (e.g., BBB penetration, CYP inhibition). Dataset: cyp3a4_substrate_carbonmangels. (1) The drug is COc1ccc2nc([S@H](=O)Cc3ncc(C)c(OC)c3C)[nH]c2c1. The result is 1 (substrate). (2) The molecule is NC(N)=Nc1nc(CSCC/C(N)=N\S(N)(=O)=O)cs1. The result is 0 (non-substrate).